This data is from Full USPTO retrosynthesis dataset with 1.9M reactions from patents (1976-2016). The task is: Predict the reactants needed to synthesize the given product. (1) Given the product [F:18][C:15]([F:16])([F:17])[C:14]1[C:8]2[C:9](=[N:10][N:6]([CH2:5][C:2]([NH:1][C:30](=[S:31])[C:29]3[CH:28]=[CH:27][C:26]([C:25]([F:24])([F:35])[F:36])=[CH:34][CH:33]=3)([C:3]#[N:4])[CH3:23])[N:7]=2)[CH:11]=[C:12]([C:19]([F:21])([F:20])[F:22])[CH:13]=1, predict the reactants needed to synthesize it. The reactants are: [NH2:1][C:2]([CH3:23])([CH2:5][N:6]1[N:10]=[C:9]2[CH:11]=[C:12]([C:19]([F:22])([F:21])[F:20])[CH:13]=[C:14]([C:15]([F:18])([F:17])[F:16])[C:8]2=[N:7]1)[C:3]#[N:4].[F:24][C:25]([F:36])([F:35])[C:26]1[CH:34]=[CH:33][C:29]([C:30](Cl)=[S:31])=[CH:28][CH:27]=1. (2) The reactants are: Cl[C:2]1[N:7]=[CH:6][N:5]=[C:4]([NH2:8])[C:3]=1[NH2:9].[IH:10].C([O-])(O)=O.[Na+]. Given the product [I:10][C:2]1[N:7]=[CH:6][N:5]=[C:4]([NH2:8])[C:3]=1[NH2:9], predict the reactants needed to synthesize it.